Task: Predict the reaction yield, written as a fraction of the theoretical maximum amount of product (1.0 means a 100% yield; for example, 0.34 means a 34% yield).. Dataset: Reaction yield outcomes from USPTO patents with 853,638 reactions (1) The reactants are [CH3:1][O:2][C:3]1[CH:4]=[C:5]([CH:7]=[CH:8][CH:9]=1)[NH2:6].[N:10]([O-])=O.[Na+].C([O-])(=O)C.[Na+].[C:19]([CH2:22][C:23](=[O:25])[CH3:24])(=[O:21])[CH3:20]. The catalyst is C(O)(=O)C.Cl.O.C(O)C. The product is [CH3:1][O:2][C:3]1[CH:4]=[C:5]([NH:6][N:10]=[C:22]([C:23](=[O:25])[CH3:24])[C:19](=[O:21])[CH3:20])[CH:7]=[CH:8][CH:9]=1. The yield is 0.440. (2) The reactants are O=[C:2]([CH2:7][CH2:8][C:9]([O:11]C)=O)[C:3]([O:5][CH3:6])=[O:4].Cl.Cl.[CH2:15]([NH:22][NH2:23])[C:16]1[CH:21]=[CH:20][CH:19]=[CH:18][CH:17]=1. The catalyst is Cl.C(O)C. The product is [CH2:15]([N:22]1[C:9](=[O:11])[CH2:8][CH2:7][C:2]([C:3]([O:5][CH3:6])=[O:4])=[N:23]1)[C:16]1[CH:21]=[CH:20][CH:19]=[CH:18][CH:17]=1. The yield is 0.790.